Dataset: Full USPTO retrosynthesis dataset with 1.9M reactions from patents (1976-2016). Task: Predict the reactants needed to synthesize the given product. (1) Given the product [C:13]([O:17][C:18]([NH:10][CH:2]1[CH2:3][C:4]2[C:9](=[CH:8][CH:7]=[CH:6][CH:5]=2)[CH2:1]1)=[O:19])([CH3:16])([CH3:15])[CH3:14], predict the reactants needed to synthesize it. The reactants are: [CH2:1]1[C:9]2[C:4](=[CH:5][CH:6]=[CH:7][CH:8]=2)[CH2:3][CH:2]1[NH2:10].[OH-].[Na+].[C:13]([O:17][C:18](O[C:18]([O:17][C:13]([CH3:16])([CH3:15])[CH3:14])=[O:19])=[O:19])([CH3:16])([CH3:15])[CH3:14]. (2) Given the product [F:22][C:23]1[CH:28]=[CH:27][C:26]([C:2]2[S:6][CH:5]=[C:4]([C:7]([NH:10][C:11](=[O:21])[O:12][CH:13]3[CH:18]4[CH2:17][CH2:16][N:15]([CH2:20][CH2:19]4)[CH2:14]3)([CH3:9])[CH3:8])[CH:3]=2)=[CH:25][CH:24]=1, predict the reactants needed to synthesize it. The reactants are: Br[C:2]1[S:6][CH:5]=[C:4]([C:7]2([NH:10][C:11](=[O:21])[O:12][CH:13]3[CH:18]4[CH2:19][CH2:20][N:15]([CH2:16][CH2:17]4)[CH2:14]3)[CH2:9][CH2:8]2)[CH:3]=1.[F:22][C:23]1[CH:28]=[CH:27][C:26](B(O)O)=[CH:25][CH:24]=1.C1(P(C2CCCCC2)C2CCCCC2)CCCCC1.P([O-])([O-])([O-])=O.[K+].[K+].[K+].